Dataset: Cav3 T-type calcium channel HTS with 100,875 compounds. Task: Binary Classification. Given a drug SMILES string, predict its activity (active/inactive) in a high-throughput screening assay against a specified biological target. (1) The drug is S(c1n(nnn1)c1c(cc(cc1)C)C)CC(=O)Nc1sc(c(n1)C)C(OC)=O. The result is 0 (inactive). (2) The molecule is S(=O)(=O)(N1CCN(CC1)c1c(ccc(c1)C)C)c1cc2oc(=O)n(c2cc1)C. The result is 0 (inactive).